From a dataset of Full USPTO retrosynthesis dataset with 1.9M reactions from patents (1976-2016). Predict the reactants needed to synthesize the given product. (1) The reactants are: [O:1]=[C:2]1[NH:7][CH2:6][CH2:5][N:4](C(OC(C)(C)C)=O)[CH2:3]1.[H-].[Na+].[CH2:17]([N:19]1[C:23]2=[N:24][C:25]([CH2:64][CH3:65])=[C:26]([CH2:35][NH:36][C:37]([C:39]3[CH:44]=[CH:43][CH:42]=[C:41]([C:45]([NH:47][CH2:48][C:49]4[CH:50]=[C:51]([C:56]5[CH:61]=[CH:60][CH:59]=[C:58]([CH2:62]I)[CH:57]=5)[C:52]([F:55])=[CH:53][CH:54]=4)=[O:46])[CH:40]=3)=[O:38])[C:27]([NH:28][CH:29]3[CH2:34][CH2:33][O:32][CH2:31][CH2:30]3)=[C:22]2[CH:21]=[N:20]1)[CH3:18]. Given the product [CH2:17]([N:19]1[C:23]2=[N:24][C:25]([CH2:64][CH3:65])=[C:26]([CH2:35][NH:36][C:37]([C:39]3[CH:44]=[CH:43][CH:42]=[C:41]([C:45]([NH:47][CH2:48][C:49]4[CH:50]=[C:51]([C:56]5[CH:61]=[CH:60][CH:59]=[C:58]([CH2:62][N:7]6[CH2:6][CH2:5][NH:4][CH2:3][C:2]6=[O:1])[CH:57]=5)[C:52]([F:55])=[CH:53][CH:54]=4)=[O:46])[CH:40]=3)=[O:38])[C:27]([NH:28][CH:29]3[CH2:34][CH2:33][O:32][CH2:31][CH2:30]3)=[C:22]2[CH:21]=[N:20]1)[CH3:18], predict the reactants needed to synthesize it. (2) Given the product [CH3:33][O:32][CH2:31][CH2:30][O:29][CH2:28][CH2:27][N:13]1[CH2:14][CH2:15][C@@H:11]([NH:10][C:9]2[CH:8]=[CH:7][C:6]([S:16]([NH2:19])(=[O:17])=[O:18])=[CH:5][C:4]=2[N+:1]([O-:3])=[O:2])[CH2:12]1, predict the reactants needed to synthesize it. The reactants are: [N+:1]([C:4]1[CH:5]=[C:6]([S:16]([NH2:19])(=[O:18])=[O:17])[CH:7]=[CH:8][C:9]=1[NH:10][C@@H:11]1[CH2:15][CH2:14][NH:13][CH2:12]1)([O-:3])=[O:2].C(=O)([O-])[O-].[Na+].[Na+].Br[CH2:27][CH2:28][O:29][CH2:30][CH2:31][O:32][CH3:33]. (3) Given the product [Br:1][C:2]1[CH:3]=[C:4]([NH:8][C:15](=[O:17])[CH3:16])[CH:5]=[N:6][CH:7]=1, predict the reactants needed to synthesize it. The reactants are: [Br:1][C:2]1[CH:3]=[C:4]([NH2:8])[CH:5]=[N:6][CH:7]=1.N1C=CC=CC=1.[C:15](Cl)(=[O:17])[CH3:16].